Dataset: Full USPTO retrosynthesis dataset with 1.9M reactions from patents (1976-2016). Task: Predict the reactants needed to synthesize the given product. (1) Given the product [Cl:18][C:12]1[CH:13]=[CH:14][CH:15]=[C:16]([Cl:17])[C:11]=1[C:9]1[S:8][C:7]2[C:2]([NH:27][C:23]3[CH:22]=[C:21]([CH3:20])[N:26]=[CH:25][N:24]=3)=[N:3][CH:4]=[C:5]([F:19])[C:6]=2[N:10]=1, predict the reactants needed to synthesize it. The reactants are: Br[C:2]1[C:7]2[S:8][C:9]([C:11]3[C:16]([Cl:17])=[CH:15][CH:14]=[CH:13][C:12]=3[Cl:18])=[N:10][C:6]=2[C:5]([F:19])=[CH:4][N:3]=1.[CH3:20][C:21]1[N:26]=[CH:25][N:24]=[C:23]([NH2:27])[CH:22]=1.CC1(C)C2C(=C(P(C3C=CC=CC=3)C3C=CC=CC=3)C=CC=2)OC2C(P(C3C=CC=CC=3)C3C=CC=CC=3)=CC=CC1=2.C([O-])([O-])=O.[Cs+].[Cs+]. (2) Given the product [CH:26]([C:2]1[N:7]=[C:6]([NH:8][C:9](=[O:15])[O:10][C:11]([CH3:14])([CH3:13])[CH3:12])[CH:5]=[CH:4][CH:3]=1)=[O:27], predict the reactants needed to synthesize it. The reactants are: Br[C:2]1[N:7]=[C:6]([NH:8][C:9](=[O:15])[O:10][C:11]([CH3:14])([CH3:13])[CH3:12])[CH:5]=[CH:4][CH:3]=1.[Li]C.[Li]CCCC.CN([CH:26]=[O:27])C. (3) Given the product [CH3:39][O:40][CH2:41][CH:42]([CH3:43])[O:1][C:2]1[CH:3]=[C:4]([O:15][C:16]2[CH:17]=[N:18][C:19]([S:22]([CH3:25])(=[O:24])=[O:23])=[CH:20][CH:21]=2)[CH:5]=[C:6]2[C:10]=1[NH:9][C:8]([C:11]([OH:13])=[O:12])=[CH:7]2, predict the reactants needed to synthesize it. The reactants are: [OH:1][C:2]1[CH:3]=[C:4]([O:15][C:16]2[CH:17]=[N:18][C:19]([S:22]([CH3:25])(=[O:24])=[O:23])=[CH:20][CH:21]=2)[CH:5]=[C:6]2[C:10]=1[NH:9][C:8]([C:11]([O:13]C)=[O:12])=[CH:7]2.C(P(CCCC)CCCC)CCC.[CH3:39][O:40][CH2:41][CH:42](O)[CH3:43].N(C(N1CCCCC1)=O)=NC(N1CCCCC1)=O.[OH-].[Na+]. (4) Given the product [Cl:20][C:21]1[N:22]=[CH:23][N:24]([C:26]2[CH:32]=[CH:31][C:29]([NH:30][C:2]3[N:3]=[C:4]([NH:18][CH3:19])[C:5]4[CH2:10][CH2:9][CH:8]([C:11]5[CH:16]=[CH:15][C:14]([Cl:17])=[CH:13][CH:12]=5)[C:6]=4[N:7]=3)=[CH:28][C:27]=2[O:33][CH3:34])[CH:25]=1, predict the reactants needed to synthesize it. The reactants are: Cl[C:2]1[N:3]=[C:4]([NH:18][CH3:19])[C:5]2[CH2:10][CH2:9][CH:8]([C:11]3[CH:16]=[CH:15][C:14]([Cl:17])=[CH:13][CH:12]=3)[C:6]=2[N:7]=1.[Cl:20][C:21]1[N:22]=[CH:23][N:24]([C:26]2[CH:32]=[CH:31][C:29]([NH2:30])=[CH:28][C:27]=2[O:33][CH3:34])[CH:25]=1. (5) The reactants are: [C:1]([OH:11])(=[O:10])[CH:2]=[CH:3][C:4]1[CH:9]=[CH:8][CH:7]=[CH:6][CH:5]=1.[NH3:12].C(=O)([O-])[O-].[NH4+].[NH4+]. Given the product [NH2:12][C@H:2]([C:1]([OH:11])=[O:10])[CH2:3][C:4]1[CH:5]=[CH:6][CH:7]=[CH:8][CH:9]=1, predict the reactants needed to synthesize it. (6) The reactants are: [NH2:1][C@H:2]([C:4]1[N:5]([C:25]2[CH:30]=[CH:29][CH:28]=[CH:27][CH:26]=2)[C:6](=[O:24])[C:7]2[C:12]([CH:13]=1)=[CH:11][CH:10]=[CH:9][C:8]=2[NH:14][CH2:15][C:16]1[CH:21]=[CH:20][C:19]([O:22][CH3:23])=[CH:18][CH:17]=1)[CH3:3].[C:31]([O:35][C:36]([NH:38][C:39]1[C:47]([C:48](O)=[O:49])=[C:42]2[N:43]=[CH:44][CH:45]=[CH:46][N:41]2[N:40]=1)=[O:37])([CH3:34])([CH3:33])[CH3:32].C1C=CC2N(O)N=NC=2C=1.C(Cl)CCl.C(N(C(C)C)CC)(C)C. Given the product [CH3:23][O:22][C:19]1[CH:20]=[CH:21][C:16]([CH2:15][NH:14][C:8]2[CH:9]=[CH:10][CH:11]=[C:12]3[C:7]=2[C:6](=[O:24])[N:5]([C:25]2[CH:26]=[CH:27][CH:28]=[CH:29][CH:30]=2)[C:4]([C@@H:2]([NH:1][C:48]([C:47]2[C:39]([NH:38][C:36](=[O:37])[O:35][C:31]([CH3:33])([CH3:32])[CH3:34])=[N:40][N:41]4[CH:46]=[CH:45][CH:44]=[N:43][C:42]=24)=[O:49])[CH3:3])=[CH:13]3)=[CH:17][CH:18]=1, predict the reactants needed to synthesize it. (7) The reactants are: [C:1]1([CH2:7][C:8]([O:10][CH2:11][CH3:12])=[O:9])[CH:6]=[CH:5][CH:4]=[CH:3][CH:2]=1.[Al+3].[Cl-].[Cl-].[Cl-].[C:17](Cl)(=[O:19])[CH3:18].Cl. Given the product [C:17]([C:4]1[CH:5]=[CH:6][C:1]([CH2:7][C:8]([O:10][CH2:11][CH3:12])=[O:9])=[CH:2][CH:3]=1)(=[O:19])[CH3:18], predict the reactants needed to synthesize it. (8) The reactants are: [CH2:1]([N:8]1[C:17](=[O:18])[C:16]2[C:11](=[N:12][C:13]([Cl:19])=[N:14][CH:15]=2)[N:10]=[C:9]1[CH:20]([N:26]1[CH:30]=[C:29]([CH2:31][CH2:32][N:33]2C(=O)C3C(=CC=CC=3)C2=O)[N:28]=[C:27]1[C:44]1[CH:49]=[CH:48][C:47]([CH3:50])=[CH:46][CH:45]=1)[CH:21]([CH2:24][CH3:25])[CH2:22][CH3:23])[C:2]1[CH:7]=[CH:6][CH:5]=[CH:4][CH:3]=1.NN. Given the product [NH2:33][CH2:32][CH2:31][C:29]1[N:28]=[C:27]([C:44]2[CH:49]=[CH:48][C:47]([CH3:50])=[CH:46][CH:45]=2)[N:26]([CH:20]([C:9]2[N:8]([CH2:1][C:2]3[CH:3]=[CH:4][CH:5]=[CH:6][CH:7]=3)[C:17](=[O:18])[C:16]3[C:11]([N:10]=2)=[N:12][C:13]([Cl:19])=[N:14][CH:15]=3)[CH:21]([CH2:24][CH3:25])[CH2:22][CH3:23])[CH:30]=1, predict the reactants needed to synthesize it. (9) Given the product [Cl:1][C:2]1[C:3]([F:11])=[C:4]([C:5]2[O:6][CH:13]=[C:14]([C:15]([O:17][CH2:18][CH3:19])=[O:16])[N:7]=2)[CH:8]=[CH:9][CH:10]=1, predict the reactants needed to synthesize it. The reactants are: [Cl:1][C:2]1[C:3]([F:11])=[C:4]([CH:8]=[CH:9][CH:10]=1)[C:5]([NH2:7])=[O:6].Br[CH2:13][C:14](=O)[C:15]([O:17][CH2:18][CH3:19])=[O:16]. (10) Given the product [CH3:19][O:18][C:8]1[CH:9]=[C:10]([CH:16]=[CH:17][C:7]=1[NH:6][C:4](=[O:5])[CH2:3]/[N:2]=[CH:31]/[CH2:30][C@@H:29]([CH3:33])[C:28]([F:35])([F:34])[F:27])[C:11]([O:13][CH2:14][CH3:15])=[O:12], predict the reactants needed to synthesize it. The reactants are: Cl.[NH2:2][CH2:3][C:4]([NH:6][C:7]1[CH:17]=[CH:16][C:10]([C:11]([O:13][CH2:14][CH3:15])=[O:12])=[CH:9][C:8]=1[O:18][CH3:19])=[O:5].C(N(CC)CC)C.[F:27][C:28]([F:35])([F:34])[C@H:29]([CH3:33])[CH2:30][CH:31]=O.